From a dataset of Catalyst prediction with 721,799 reactions and 888 catalyst types from USPTO. Predict which catalyst facilitates the given reaction. (1) Reactant: [CH2:1]([O:3][C:4]([C:6]1[N:14]([CH3:15])[C:13]2[CH:12]=[CH:11][N:10]=[N:9][C:8]=2[C:7]=1[NH:16][C:17]1[CH:22]=[CH:21][C:20]([Si](C)(C)C)=[CH:19][C:18]=1[F:27])=[O:5])[CH3:2].[I:28]Cl.C(OCC)(=O)C. Product: [CH2:1]([O:3][C:4]([C:6]1[N:14]([CH3:15])[C:13]2[CH:12]=[CH:11][N:10]=[N:9][C:8]=2[C:7]=1[NH:16][C:17]1[CH:22]=[CH:21][C:20]([I:28])=[CH:19][C:18]=1[F:27])=[O:5])[CH3:2]. The catalyst class is: 2. (2) Reactant: [CH2:1]([N:8]1[C:12]([OH:13])=[C:11]([CH3:14])[CH:10]=[N:9]1)[C:2]1[CH:7]=[CH:6][CH:5]=[CH:4][CH:3]=1.[H-].[Na+].I[CH3:18]. Product: [CH2:1]([N:8]1[C:12]([O:13][CH3:18])=[C:11]([CH3:14])[CH:10]=[N:9]1)[C:2]1[CH:3]=[CH:4][CH:5]=[CH:6][CH:7]=1. The catalyst class is: 9. (3) Reactant: N1C=CC=CC=1.[NH2:7][CH2:8][CH2:9][CH2:10][O:11][C:12]1[CH:13]=[CH:14][C:15]2[C:16]3[S:25][C:24]([CH2:26][CH2:27][CH3:28])=[N:23][C:17]=3[C:18]([NH2:22])=[N:19][C:20]=2[CH:21]=1.[CH3:29][N:30]([CH3:45])[C:31]1[CH:40]=[CH:39][CH:38]=[C:37]2[C:32]=1[CH:33]=[CH:34][CH:35]=[C:36]2[S:41](Cl)(=[O:43])=[O:42].O. Product: [NH2:22][C:18]1[C:17]2[N:23]=[C:24]([CH2:26][CH2:27][CH3:28])[S:25][C:16]=2[C:15]2[CH:14]=[CH:13][C:12]([O:11][CH2:10][CH2:9][CH2:8][NH:7][S:41]([C:36]3[C:37]4[C:32](=[C:31]([N:30]([CH3:45])[CH3:29])[CH:40]=[CH:39][CH:38]=4)[CH:33]=[CH:34][CH:35]=3)(=[O:43])=[O:42])=[CH:21][C:20]=2[N:19]=1. The catalyst class is: 119. (4) Reactant: F[C:2]1[CH:7]=[CH:6][C:5]([CH:8]2[CH2:10][O:9]2)=[CH:4][CH:3]=1.[OH:11][C:12]1[CH:19]=[CH:18][C:15]([CH:16]=[O:17])=[CH:14][CH:13]=1.[OH-].[Na+]. Product: [OH:9][CH:8]([C:5]1[CH:6]=[CH:7][CH:2]=[CH:3][CH:4]=1)[CH2:10][O:11][C:12]1[CH:19]=[CH:18][C:15]([CH:16]=[O:17])=[CH:14][CH:13]=1. The catalyst class is: 11. (5) Reactant: C(OC(=O)[NH:10][CH2:11][CH2:12][CH2:13][C@H:14]1[CH2:18][NH:17]/[C:16](=[N:19]\[C:20]([C:22]2[C:27]([NH2:28])=[N:26][C:25]([NH2:29])=[C:24]([Cl:30])[N:23]=2)=[O:21])/[NH:15]1)C1C=CC=CC=1.I[Si](C)(C)C. Product: [NH2:10][CH2:11][CH2:12][CH2:13][C@H:14]1[CH2:18][NH:17]/[C:16](=[N:19]\[C:20]([C:22]2[C:27]([NH2:28])=[N:26][C:25]([NH2:29])=[C:24]([Cl:30])[N:23]=2)=[O:21])/[NH:15]1. The catalyst class is: 2. (6) Reactant: [C:1](N1C=CN=C1)(N1C=CN=C1)=[S:2].[O:13]([C:20]1[CH:26]=[CH:25][C:23]([NH2:24])=[CH:22][CH:21]=1)[C:14]1[CH:19]=[CH:18][CH:17]=[CH:16][CH:15]=1.N1C=CN=C1.[NH2:32][C:33]1[NH:37][N:36]=[C:35]([NH:38][C:39]2[CH:44]=[CH:43][C:42]([S:45]([NH2:48])(=[O:47])=[O:46])=[CH:41][CH:40]=2)[N:34]=1. Product: [O:13]([C:20]1[CH:21]=[CH:22][C:23]([NH:24][C:1]([N:37]2[C:33]([NH2:32])=[N:34][C:35]([NH:38][C:39]3[CH:40]=[CH:41][C:42]([S:45](=[O:46])(=[O:47])[NH2:48])=[CH:43][CH:44]=3)=[N:36]2)=[S:2])=[CH:25][CH:26]=1)[C:14]1[CH:15]=[CH:16][CH:17]=[CH:18][CH:19]=1. The catalyst class is: 444. (7) Reactant: [C:12]([O:11][C:9](O[C:9]([O:11][C:12]([CH3:15])([CH3:14])[CH3:13])=[O:10])=[O:10])([CH3:15])([CH3:14])[CH3:13].[N+:16]([C:19]1[CH:27]=[C:26]2[C:22]([CH:23]=[C:24]([C:28]([O:30][CH3:31])=[O:29])[NH:25]2)=[CH:21][CH:20]=1)([O-:18])=[O:17]. Product: [N+:16]([C:19]1[CH:27]=[C:26]2[C:22]([CH:23]=[C:24]([C:28]([O:30][CH3:31])=[O:29])[N:25]2[C:9]([O:11][C:12]([CH3:13])([CH3:14])[CH3:15])=[O:10])=[CH:21][CH:20]=1)([O-:18])=[O:17]. The catalyst class is: 4. (8) Reactant: [N+:1]([C:4]1[C:5]([NH:23][CH2:24][CH:25]2[CH2:30][CH2:29][CH:28]([N:31]3[CH2:34][CH:33]([N:35]4C(=O)C5C(=CC=CC=5)C4=O)[CH2:32]3)[CH2:27][CH2:26]2)=[N:6][C:7]([NH:10][CH2:11][C:12]2[CH:17]=[CH:16][CH:15]=[CH:14][C:13]=2[O:18][C:19]([F:22])([F:21])[F:20])=[N:8][CH:9]=1)([O-:3])=[O:2].O.NN. The catalyst class is: 271. Product: [NH2:35][CH:33]1[CH2:34][N:31]([C@H:28]2[CH2:29][CH2:30][C@H:25]([CH2:24][NH:23][C:5]3[C:4]([N+:1]([O-:3])=[O:2])=[CH:9][N:8]=[C:7]([NH:10][CH2:11][C:12]4[CH:17]=[CH:16][CH:15]=[CH:14][C:13]=4[O:18][C:19]([F:21])([F:22])[F:20])[N:6]=3)[CH2:26][CH2:27]2)[CH2:32]1. (9) Reactant: [CH3:1][CH2:2][CH2:3][CH2:4][CH2:5][C@H:6]1O[C@H:7]1[CH2:9]/[CH:10]=[CH:11]\CCCCCCCC(O)=O.C(O)CCCCCCCCCO.O. Product: [CH3:1][CH2:2][CH2:3][CH2:4][CH2:5][CH2:6][CH2:7][CH2:9][CH2:10][CH3:11]. The catalyst class is: 11.